From a dataset of NCI-60 drug combinations with 297,098 pairs across 59 cell lines. Regression. Given two drug SMILES strings and cell line genomic features, predict the synergy score measuring deviation from expected non-interaction effect. Drug 1: CCCCCOC(=O)NC1=NC(=O)N(C=C1F)C2C(C(C(O2)C)O)O. Drug 2: CC1C(C(CC(O1)OC2CC(CC3=C2C(=C4C(=C3O)C(=O)C5=CC=CC=C5C4=O)O)(C(=O)C)O)N)O. Cell line: NCI/ADR-RES. Synergy scores: CSS=10.7, Synergy_ZIP=-6.19, Synergy_Bliss=-1.69, Synergy_Loewe=-21.4, Synergy_HSA=-2.26.